From a dataset of Catalyst prediction with 721,799 reactions and 888 catalyst types from USPTO. Predict which catalyst facilitates the given reaction. (1) Reactant: [CH:1]([O:4][C:5]1[CH:13]=[CH:12][C:8]([C:9]([NH2:11])=[O:10])=[CH:7][C:6]=1[NH:14][C:15]1[S:16][CH:17]=[C:18]([C:20]2[S:24][C:23](SC)=[N:22][C:21]=2[CH3:27])[N:19]=1)([CH3:3])[CH3:2].[C:28](C1C=CC(OCC)=C(NC2SC=C(C3SC(C(O)=O)=NC=3C)N=2)C=1)(=O)N.O[O:56][S:57]([O-:59])=O.[K+]. Product: [CH:1]([O:4][C:5]1[CH:13]=[CH:12][C:8]([C:9]([NH2:11])=[O:10])=[CH:7][C:6]=1[NH:14][C:15]1[S:16][CH:17]=[C:18]([C:20]2[S:24][C:23]([S:57]([CH3:28])(=[O:59])=[O:56])=[N:22][C:21]=2[CH3:27])[N:19]=1)([CH3:3])[CH3:2]. The catalyst class is: 20. (2) Reactant: [CH:1]1[C:10]2[C:5](=[CH:6][CH:7]=[CH:8][CH:9]=2)[CH:4]=[C:3]([NH:11][C:12](=[O:31])[C:13]2[CH:18]=[CH:17][CH:16]=[CH:15][C:14]=2[N:19]([C:21]2[CH:26]=[CH:25][N:24]=[C:23](C(OC)=O)[CH:22]=2)[CH3:20])[N:2]=1.[O:32]1[CH2:36]CCC1.C[OH:38].[OH-].[Li+]. Product: [CH:1]1[C:10]2[C:5](=[CH:6][CH:7]=[CH:8][CH:9]=2)[CH:4]=[C:3]([NH:11][C:12](=[O:31])[C:13]2[CH:18]=[CH:17][CH:16]=[CH:15][C:14]=2[N:19]([C:21]2[C:22](=[C:36]=[O:32])[CH:23]([OH:38])[N:24]=[CH:25][CH:26]=2)[CH3:20])[N:2]=1. The catalyst class is: 6. (3) Reactant: [CH2:1]([O:8][CH2:9][CH2:10][C@H:11]([NH:29][C:30](=[O:36])[O:31][C:32]([CH3:35])([CH3:34])[CH3:33])[C:12]1[N:17]([C:18]2[CH:23]=[CH:22][CH:21]=[CH:20][CH:19]=2)[C:16](=[O:24])[C:15]2=[C:25](Br)[CH:26]=[CH:27][N:14]2[N:13]=1)[C:2]1[CH:7]=[CH:6][CH:5]=[CH:4][CH:3]=1.[CH3:37]B1OB(C)OB(C)O1.C(=O)([O-])[O-].[K+].[K+]. Product: [CH2:1]([O:8][CH2:9][CH2:10][C@H:11]([NH:29][C:30](=[O:36])[O:31][C:32]([CH3:35])([CH3:34])[CH3:33])[C:12]1[N:17]([C:18]2[CH:23]=[CH:22][CH:21]=[CH:20][CH:19]=2)[C:16](=[O:24])[C:15]2=[C:25]([CH3:37])[CH:26]=[CH:27][N:14]2[N:13]=1)[C:2]1[CH:7]=[CH:6][CH:5]=[CH:4][CH:3]=1. The catalyst class is: 427. (4) Reactant: [CH2:1]([NH:3][C:4]1[C:5]([NH2:10])=[CH:6][CH:7]=[CH:8][CH:9]=1)[CH3:2].[C:11](Cl)(=[O:15])[C:12](Cl)=[O:13]. Product: [CH2:1]([N:3]1[C:4]2[C:5](=[CH:6][CH:7]=[CH:8][CH:9]=2)[NH:10][C:12](=[O:13])[C:11]1=[O:15])[CH3:2]. The catalyst class is: 5. (5) Reactant: [Br:1][C:2]1[CH:3]=[C:4]([S:8][CH2:9][C:10]([C:12]2[CH:13]=[N:14][CH:15]=[CH:16][CH:17]=2)=O)[CH:5]=[CH:6][CH:7]=1.[OH-].[Na+]. Product: [Br:1][C:2]1[C:3]2[C:10]([C:12]3[CH:13]=[N:14][CH:15]=[CH:16][CH:17]=3)=[CH:9][S:8][C:4]=2[CH:5]=[CH:6][CH:7]=1. The catalyst class is: 6. (6) Reactant: [Br:1][C:2]1[CH:3]=[C:4]2[C:9](=[CH:10][C:11]=1[O:12][CH3:13])[CH:8]([C:14]([O-:16])=[O:15])[O:7][CH2:6][CH2:5]2.O[Li].O. Product: [Br:1][C:2]1[CH:3]=[C:4]2[C:9](=[CH:10][C:11]=1[O:12][CH3:13])[CH:8]([C:14]([OH:16])=[O:15])[O:7][CH2:6][CH2:5]2. The catalyst class is: 200.